This data is from Full USPTO retrosynthesis dataset with 1.9M reactions from patents (1976-2016). The task is: Predict the reactants needed to synthesize the given product. (1) Given the product [C:10]([C:14]1[CH:15]=[CH:16][C:17]2[S:20][CH:1]=[CH:2][C:18]=2[CH:19]=1)([CH3:13])([CH3:11])[CH3:12], predict the reactants needed to synthesize it. The reactants are: [CH2:1](OC(OCC)CBr)[CH3:2].[C:10]([C:14]1[CH:19]=[CH:18][C:17]([SH:20])=[CH:16][CH:15]=1)([CH3:13])([CH3:12])[CH3:11].[H-].[Na+].[Cl-].[NH4+].COCCCC. (2) The reactants are: [Br:1][C:2]1[CH:9]=[CH:8][CH:7]=[C:4]([CH:5]=O)[C:3]=1[OH:10].Cl[CH2:12][C:13](=[O:15])[CH3:14].C([O-])([O-])=O.[Cs+].[Cs+].O. Given the product [C:13]([C:14]1[O:10][C:3]2[C:2]([Br:1])=[CH:9][CH:8]=[CH:7][C:4]=2[CH:5]=1)(=[O:15])[CH3:12], predict the reactants needed to synthesize it. (3) Given the product [CH3:32][O:34][C:35]1[CH:40]=[CH:39][C:38]([OH:41])=[CH:37][CH:36]=1.[CH2:1]([O:8][C:9](=[O:26])[NH:10][C:11]1[CH:12]=[CH:13][C:14]([O:17][C:18]2[C:23]([NH2:24])=[CH:22][N:21]=[C:20]([Cl:25])[N:19]=2)=[CH:15][CH:16]=1)[C:2]1[CH:3]=[CH:4][CH:5]=[CH:6][CH:7]=1, predict the reactants needed to synthesize it. The reactants are: [CH2:1]([O:8][C:9](=[O:26])[NH:10][C:11]1[CH:16]=[CH:15][C:14]([O:17][C:18]2[C:23]([NH2:24])=[CH:22][N:21]=[C:20]([Cl:25])[N:19]=2)=[CH:13][CH:12]=1)[C:2]1[CH:7]=[CH:6][CH:5]=[CH:4][CH:3]=1.ClC1N=[C:32]([O:34][C:35]2[CH:40]=[CH:39][C:38]([O:41]C)=[CH:37][CH:36]=2)C(N)=CN=1.C(OC(=O)NC1C=CC(O)=CC=1)C1C=CC=CC=1. (4) Given the product [CH3:32][O:31][C:28]1[CH:27]=[CH:26][C:25]([CH2:24][N:22]2[CH:23]=[C:19]([C:17]3[N:11]=[C:9]([NH:8][C:4]4[N:3]=[C:2]([CH3:1])[CH:7]=[CH:6][N:5]=4)[S:10][C:16]=3[C:15]([F:34])([F:14])[F:33])[CH:20]=[N:21]2)=[CH:30][CH:29]=1, predict the reactants needed to synthesize it. The reactants are: [CH3:1][C:2]1[CH:7]=[CH:6][N:5]=[C:4]([NH:8][C:9]([NH2:11])=[S:10])[N:3]=1.II.[F:14][C:15]([F:34])([F:33])[CH2:16][C:17]([C:19]1[CH:20]=[N:21][N:22]([CH2:24][C:25]2[CH:30]=[CH:29][C:28]([O:31][CH3:32])=[CH:27][CH:26]=2)[CH:23]=1)=O. (5) Given the product [CH:26]1([NH:27][CH2:36][C:38]2[S:42][C:41]([B:43]([OH:45])[OH:44])=[CH:40][CH:39]=2)[CH2:21][CH2:25][CH2:24][CH2:23]1, predict the reactants needed to synthesize it. The reactants are: C(S(N1CCC(C2[C:25]3[C:24](=[C:23]([C:26]([NH2:27])=O)C=C([C:21]4S[C:23]([CH2:26][NH:27]CC(C)CC)=[CH:24][CH:25]=4)[CH:21]=3)NC=2)CC1)(=O)=O)C.[CH:36]([C:38]1[S:42][C:41]([B:43]([OH:45])[OH:44])=[CH:40][CH:39]=1)=O.C1(N)CCCC1.[BH3-]C#N.[Na+]. (6) Given the product [Cl:1][C:2]1[CH:7]=[CH:6][N:5]=[C:4]([C:8]([NH:10][C:11]2[CH:16]=[CH:15][CH:14]=[C:13]([C:17]3[N:22]([CH:23]4[CH2:27][CH2:24]4)[CH:26]=[N:20][N:19]=3)[N:12]=2)=[O:9])[CH:3]=1, predict the reactants needed to synthesize it. The reactants are: [Cl:1][C:2]1[CH:7]=[CH:6][N:5]=[C:4]([C:8]([NH:10][C:11]2[CH:16]=[CH:15][CH:14]=[C:13]([C:17]([NH:19][NH2:20])=O)[N:12]=2)=[O:9])[CH:3]=1.C[N:22]([CH3:26])[C:23](=O)[CH3:24].[CH:27]1(N)CC1.C(O)(=O)C. (7) Given the product [OH:11][C:12]1[CH:17]=[C:16]([CH3:18])[N:8]([CH2:7][C:6]2[CH:9]=[CH:10][C:3]([O:2][CH3:1])=[CH:4][CH:5]=2)[C:14](=[O:15])[CH:13]=1, predict the reactants needed to synthesize it. The reactants are: [CH3:1][O:2][C:3]1[CH:10]=[CH:9][C:6]([CH2:7][NH2:8])=[CH:5][CH:4]=1.[OH:11][C:12]1[CH:17]=[C:16]([CH3:18])[O:15][C:14](=O)[CH:13]=1. (8) Given the product [C:39]([O:38][C:36]([N:33]1[CH2:32][CH2:31][CH:30]([O:29][C:28]2[CH:43]=[CH:44][C:25]([C:2]3[C:7]([Cl:8])=[CH:6][C:5]([NH:9][C:10]4[N:14]=[C:13]([NH2:15])[NH:12][N:11]=4)=[CH:4][C:3]=3[Cl:16])=[CH:26][CH:27]=2)[CH2:35][CH2:34]1)=[O:37])([CH3:42])([CH3:40])[CH3:41], predict the reactants needed to synthesize it. The reactants are: Br[C:2]1[C:7]([Cl:8])=[CH:6][C:5]([NH:9][C:10]2[N:14]=[C:13]([NH2:15])[NH:12][N:11]=2)=[CH:4][C:3]=1[Cl:16].CC1(C)C(C)(C)OB([C:25]2[CH:44]=[CH:43][C:28]([O:29][CH:30]3[CH2:35][CH2:34][N:33]([C:36]([O:38][C:39]([CH3:42])([CH3:41])[CH3:40])=[O:37])[CH2:32][CH2:31]3)=[CH:27][CH:26]=2)O1.O1CCOCC1.O.C(=O)([O-])[O-].[K+].[K+]. (9) Given the product [N:1]1([C:57]([C:56]2[C:50]3[CH2:49][N:48]([C:46]([O:45][C:41]([CH3:44])([CH3:43])[CH3:42])=[O:47])[CH2:53][CH2:52][C:51]=3[O:54][N:55]=2)=[O:58])[CH2:6][CH2:5][CH2:4][CH2:3][CH2:2]1, predict the reactants needed to synthesize it. The reactants are: [NH:1]1[CH2:6][CH2:5][CH2:4][CH2:3][CH2:2]1.CN1CCOCC1.CN([P+](ON1N=NC2C=CC=CC1=2)(N(C)C)N(C)C)C.F[P-](F)(F)(F)(F)F.[C:41]([O:45][C:46]([N:48]1[CH2:53][CH2:52][C:51]2[O:54][N:55]=[C:56]([C:57](O)=[O:58])[C:50]=2[CH2:49]1)=[O:47])([CH3:44])([CH3:43])[CH3:42]. (10) Given the product [NH2:15][C:11]1[CH:12]=[C:13]2[C:8]([CH:7]=[CH:6][C:5]([C:3]([OH:21])=[O:1])=[CH:14]2)=[CH:9][C:10]=1[O:19][CH3:20], predict the reactants needed to synthesize it. The reactants are: [OH-:1].[Na+].[C:3]([C:5]1[CH:14]=[C:13]2[C:8]([CH:9]=[C:10]([O:19][CH3:20])[C:11]([NH:15]C(=O)C)=[CH:12]2)=[CH:7][CH:6]=1)#N.[OH2:21].